Task: Predict the product of the given reaction.. Dataset: Forward reaction prediction with 1.9M reactions from USPTO patents (1976-2016) (1) Given the reactants [CH3:1][O:2][CH2:3][CH2:4][CH2:5][O:6][C:7]1[CH:8]=[C:9]([CH:28]=[CH:29][C:30]=1[O:31][CH3:32])[CH2:10][C@H:11]([CH:25]([CH3:27])[CH3:26])[CH2:12][CH:13]([NH:17][C:18](=[O:24])[O:19][C:20]([CH3:23])([CH3:22])[CH3:21])[CH:14]1[CH2:16][O:15]1.[OH-].[NH4+:34], predict the reaction product. The product is: [CH3:1][O:2][CH2:3][CH2:4][CH2:5][O:6][C:7]1[CH:8]=[C:9]([CH:28]=[CH:29][C:30]=1[O:31][CH3:32])[CH2:10][C@H:11]([CH:25]([CH3:27])[CH3:26])[CH2:12][C@H:13]([NH:17][C:18](=[O:24])[O:19][C:20]([CH3:23])([CH3:22])[CH3:21])[C@@H:14]([OH:15])[CH2:16][NH2:34]. (2) Given the reactants [C:1]([O:5][C:6]([NH:8][C@@H:9]([CH2:14][C:15]1[CH:20]=[CH:19][C:18]([B:21]2[O:25][C:24]([CH3:27])([CH3:26])[C:23]([CH3:29])([CH3:28])[O:22]2)=[CH:17][CH:16]=1)[C:10]([O:12]C)=[O:11])=[O:7])([CH3:4])([CH3:3])[CH3:2].B(C1C=CC(C[C@H](NC(OC(C)(C)C)=O)C(O)=O)=CC=1)(O)O, predict the reaction product. The product is: [C:1]([O:5][C:6]([NH:8][C@@H:9]([CH2:14][C:15]1[CH:16]=[CH:17][C:18]([B:21]2[O:25][C:24]([CH3:27])([CH3:26])[C:23]([CH3:29])([CH3:28])[O:22]2)=[CH:19][CH:20]=1)[C:10]([OH:12])=[O:11])=[O:7])([CH3:4])([CH3:2])[CH3:3].